Task: Predict the reactants needed to synthesize the given product.. Dataset: Full USPTO retrosynthesis dataset with 1.9M reactions from patents (1976-2016) (1) Given the product [F:1][C:2]1[CH:3]=[C:4]([CH:8]=[C:9]([F:13])[C:10]=1[S:11][CH3:12])[C:5]#[N:6], predict the reactants needed to synthesize it. The reactants are: [F:1][C:2]1[CH:3]=[C:4]([CH:8]=[C:9]([F:13])[C:10]=1[S:11][CH3:12])[CH:5]=[N:6]O.C1(C)C=CC(S(O)(=O)=O)=CC=1.C(OC(=O)C)(=O)C. (2) Given the product [CH2:1]([N:8]([CH2:9][CH2:10][C:11]([O:13][CH2:14][CH3:15])=[O:12])[C:23]([O:25][C:26]([CH3:29])([CH3:28])[CH3:27])=[O:24])[C:2]1[CH:7]=[CH:6][CH:5]=[CH:4][CH:3]=1, predict the reactants needed to synthesize it. The reactants are: [CH2:1]([NH:8][CH2:9][CH2:10][C:11]([O:13][CH2:14][CH3:15])=[O:12])[C:2]1[CH:7]=[CH:6][CH:5]=[CH:4][CH:3]=1.C(N(CC)CC)C.[C:23](O[C:23]([O:25][C:26]([CH3:29])([CH3:28])[CH3:27])=[O:24])([O:25][C:26]([CH3:29])([CH3:28])[CH3:27])=[O:24]. (3) Given the product [CH3:1][O:2][C:3]1[CH:4]=[C:5]([NH:15][C:17]2[N:22]=[C:21]([CH3:23])[CH:20]=[C:19]([N:24]3[CH2:28][CH2:27][CH2:26][CH2:25]3)[N:18]=2)[CH:6]=[CH:7][C:8]=1[N:9]1[CH:13]=[C:12]([CH3:14])[N:11]=[CH:10]1, predict the reactants needed to synthesize it. The reactants are: [CH3:1][O:2][C:3]1[CH:4]=[C:5]([NH2:15])[CH:6]=[CH:7][C:8]=1[N:9]1[CH:13]=[C:12]([CH3:14])[N:11]=[CH:10]1.Cl[C:17]1[N:22]=[C:21]([CH3:23])[CH:20]=[C:19]([N:24]2[CH2:28][CH2:27][CH2:26][CH2:25]2)[N:18]=1. (4) Given the product [CH:5]1([NH:4][CH2:3][CH2:2][OH:1])[CH2:11][CH2:10][CH2:9][CH2:8][CH2:7][CH2:6]1, predict the reactants needed to synthesize it. The reactants are: [OH:1][CH2:2][CH2:3][NH2:4].[CH:5]1(Br)[CH2:11][CH2:10][CH2:9][CH2:8][CH2:7][CH2:6]1. (5) Given the product [F:32][C:30]1[CH:29]=[CH:28][C:27]([F:33])=[C:26]2[C:31]=1[C:22]([NH:21][CH2:20][CH2:19][C:4]1[CH:5]=[CH:6][C:7]([O:8][C:9]3[CH:14]=[C:13]([C:15]([F:18])([F:17])[F:16])[CH:12]=[CH:11][N:10]=3)=[C:2]([CH:34]=[CH2:35])[CH:3]=1)=[N:23][CH:24]=[N:25]2, predict the reactants needed to synthesize it. The reactants are: Br[C:2]1[CH:3]=[C:4]([CH2:19][CH2:20][NH:21][C:22]2[C:31]3[C:26](=[C:27]([F:33])[CH:28]=[CH:29][C:30]=3[F:32])[N:25]=[CH:24][N:23]=2)[CH:5]=[CH:6][C:7]=1[O:8][C:9]1[CH:14]=[C:13]([C:15]([F:18])([F:17])[F:16])[CH:12]=[CH:11][N:10]=1.[CH:34]([Sn](CCCC)(CCCC)CCCC)=[CH2:35].C1(P(C2C=CC=CC=2)CCCCP(C2C=CC=CC=2)C2C=CC=CC=2)C=CC=CC=1.C(C1C=C(C)C=C(C(C)(C)C)C=1O)(C)(C)C. (6) Given the product [C:10]1([C:19]2[CH:20]=[CH:21][CH:22]=[CH:23][CH:24]=2)[CH:11]=[CH:12][C:13]([C:16](=[O:18])[CH:17]=[CH:6][C:5]2[CH:8]=[CH:9][C:2]([Cl:1])=[CH:3][CH:4]=2)=[CH:14][CH:15]=1, predict the reactants needed to synthesize it. The reactants are: [Cl:1][C:2]1[CH:9]=[CH:8][C:5]([CH:6]=O)=[CH:4][CH:3]=1.[C:10]1([C:19]2[CH:24]=[CH:23][CH:22]=[CH:21][CH:20]=2)[CH:15]=[CH:14][C:13]([C:16](=[O:18])[CH3:17])=[CH:12][CH:11]=1. (7) Given the product [N:15]1[CH:14]=[CH:13][C:12]([C:4]2[NH:3][C:2]3[N:1]=[CH:18][N:20]=[C:7]([OH:9])[C:6]=3[CH:5]=2)=[CH:17][CH:16]=1, predict the reactants needed to synthesize it. The reactants are: [NH2:1][C:2]1[NH:3][C:4]([C:12]2[CH:17]=[CH:16][N:15]=[CH:14][CH:13]=2)=[CH:5][C:6]=1[C:7]([O:9]CC)=O.[CH:18]([NH2:20])=O.CN(C)C=O. (8) Given the product [Cl:22][C:2]1[C:11]2[C:6](=[CH:7][N:8]=[CH:9][CH:10]=2)[C:5]2[CH:12]=[CH:13][C:14]([C:16]([O:18][CH3:19])=[O:17])=[CH:15][C:4]=2[N:3]=1, predict the reactants needed to synthesize it. The reactants are: O=[C:2]1[C:11]2[C:6](=[CH:7][N:8]=[CH:9][CH:10]=2)[C:5]2[CH:12]=[CH:13][C:14]([C:16]([O:18][CH3:19])=[O:17])=[CH:15][C:4]=2[NH:3]1.P(Cl)(Cl)([Cl:22])=O. (9) Given the product [O:4]1[C:8]2[CH:9]=[CH:10][C:11]([CH2:13][N:14]3[CH2:18][C@H:17]([N:19]([C:29](=[O:35])[CH2:30][C:31]([CH3:34])([CH3:32])[CH3:33])[CH2:20][C:21]4[CH:26]=[CH:25][CH:24]=[C:23]([O:27][CH3:28])[CH:22]=4)[CH2:16][C@H:15]3[C:36]([OH:38])=[O:37])=[CH:12][C:7]=2[O:6][CH2:5]1, predict the reactants needed to synthesize it. The reactants are: O.[OH-].[Li+].[O:4]1[C:8]2[CH:9]=[CH:10][C:11]([CH2:13][N:14]3[CH2:18][C@H:17]([N:19]([C:29](=[O:35])[CH2:30][C:31]([CH3:34])([CH3:33])[CH3:32])[CH2:20][C:21]4[CH:26]=[CH:25][CH:24]=[C:23]([O:27][CH3:28])[CH:22]=4)[CH2:16][C@H:15]3[C:36]([O:38]C)=[O:37])=[CH:12][C:7]=2[O:6][CH2:5]1.CO.